This data is from Forward reaction prediction with 1.9M reactions from USPTO patents (1976-2016). The task is: Predict the product of the given reaction. (1) The product is: [Cl:1][C:2]1[N:11]=[CH:10][C:9]2[N:8]([CH2:12][C:13]([F:16])([F:15])[CH3:14])[C:7](=[O:17])[C:6]3([CH3:24])[CH2:18][O:19][CH2:20][CH2:21][N:5]3[C:4]=2[N:3]=1. Given the reactants [Cl:1][C:2]1[N:11]=[CH:10][C:9]2[N:8]([CH2:12][C:13]([F:16])([F:15])[CH3:14])[C:7](=[O:17])[CH:6]3[CH2:18][O:19][CH2:20][CH2:21][N:5]3[C:4]=2[N:3]=1.IC.[CH3:24]C([O-])(C)C.[Na+], predict the reaction product. (2) Given the reactants C([O:3][C:4](=[O:24])[CH:5]([NH:16][C:17]([O:19][C:20]([CH3:23])([CH3:22])[CH3:21])=[O:18])[CH2:6][C:7]1[CH:12]=[CH:11][CH:10]=[C:9]([N+:13]([O-:15])=[O:14])[CH:8]=1)C.[OH-].[Li+], predict the reaction product. The product is: [C:20]([O:19][C:17]([NH:16][CH:5]([CH2:6][C:7]1[CH:12]=[CH:11][CH:10]=[C:9]([N+:13]([O-:15])=[O:14])[CH:8]=1)[C:4]([OH:24])=[O:3])=[O:18])([CH3:23])([CH3:21])[CH3:22]. (3) Given the reactants [CH3:1][C:2]1[CH:3]=[C:4]([NH:9][CH2:10][CH2:11][C:12]2[CH:13]=[N:14][C:15]([C:18]([F:21])([F:20])[F:19])=[CH:16][CH:17]=2)[CH:5]=[CH:6][C:7]=1[CH3:8].[F:22][C:23]1[CH:28]=[CH:27][C:26]([C:29](=[O:33])[C:30](O)=[O:31])=[CH:25][CH:24]=1.C(Cl)CCl, predict the reaction product. The product is: [CH3:1][C:2]1[CH:3]=[C:4]([N:9]([CH2:10][CH2:11][C:12]2[CH:13]=[N:14][C:15]([C:18]([F:21])([F:20])[F:19])=[CH:16][CH:17]=2)[C:30](=[O:31])[C:29]([C:26]2[CH:27]=[CH:28][C:23]([F:22])=[CH:24][CH:25]=2)=[O:33])[CH:5]=[CH:6][C:7]=1[CH3:8]. (4) Given the reactants [Cl:1][C:2]1[CH:3]=[CH:4][C:5]2[O:9][C:8]([C:10]3[CH:11]=[CH:12][C:13]([NH:17][CH2:18][CH2:19][C:20]([F:23])([F:22])[F:21])=[C:14]([CH:16]=3)[NH2:15])=[N:7][C:6]=2[CH:24]=1.[C:25]1(C)C=CC(S(O)(=O)=O)=CC=1.C(=O)([O-])O.[Na+], predict the reaction product. The product is: [Cl:1][C:2]1[CH:3]=[CH:4][C:5]2[O:9][C:8]([C:10]3[CH:11]=[CH:12][C:13]4[N:17]([CH2:18][CH2:19][C:20]([F:21])([F:23])[F:22])[CH:25]=[N:15][C:14]=4[CH:16]=3)=[N:7][C:6]=2[CH:24]=1.